This data is from Full USPTO retrosynthesis dataset with 1.9M reactions from patents (1976-2016). The task is: Predict the reactants needed to synthesize the given product. Given the product [N:19]([C:17]1[CH:16]=[CH:15][CH:14]=[C:13]([C:12]([F:20])([F:11])[F:21])[N:18]=1)=[C:6]=[S:7], predict the reactants needed to synthesize it. The reactants are: C(=O)([O-])[O-].[Ca+2].[C:6](Cl)(Cl)=[S:7].O.[F:11][C:12]([F:21])([F:20])[C:13]1[N:18]=[C:17]([NH2:19])[CH:16]=[CH:15][CH:14]=1.